Dataset: Reaction yield outcomes from USPTO patents with 853,638 reactions. Task: Predict the reaction yield, written as a fraction of the theoretical maximum amount of product (1.0 means a 100% yield; for example, 0.34 means a 34% yield). The reactants are [NH2:1][C:2]([C:4]1[C:5]([F:17])=[C:6]([CH:13]=[CH:14][C:15]=1[F:16])[O:7][CH2:8][C:9]([O:11]C)=[O:10])=[O:3].[OH-].[Na+]. The catalyst is O.C(O)(C)C. The product is [NH2:1][C:2]([C:4]1[C:5]([F:17])=[C:6]([CH:13]=[CH:14][C:15]=1[F:16])[O:7][CH2:8][C:9]([OH:11])=[O:10])=[O:3]. The yield is 0.0800.